This data is from Forward reaction prediction with 1.9M reactions from USPTO patents (1976-2016). The task is: Predict the product of the given reaction. (1) Given the reactants [C:1]([C:4]1[C:36](=[O:37])[C@@:8]2([CH3:38])[C:9]3[C:15]([OH:16])=[CH:14][C:13]([O:17][CH3:18])=[C:12]([C:19]([NH:21][CH2:22][C:23]4[C:32]([CH3:33])=[CH:31][C:26]([C:27]([O:29]C)=[O:28])=[C:25]([CH3:34])[C:24]=4[CH3:35])=[O:20])[C:10]=3[O:11][C:7]2=[CH:6][C:5]=1[OH:39])(=[O:3])[CH3:2].Cl, predict the reaction product. The product is: [C:1]([C:4]1[C:36](=[O:37])[C@@:8]2([CH3:38])[C:9]3[C:15]([OH:16])=[CH:14][C:13]([O:17][CH3:18])=[C:12]([C:19]([NH:21][CH2:22][C:23]4[C:32]([CH3:33])=[CH:31][C:26]([C:27]([OH:29])=[O:28])=[C:25]([CH3:34])[C:24]=4[CH3:35])=[O:20])[C:10]=3[O:11][C:7]2=[CH:6][C:5]=1[OH:39])(=[O:3])[CH3:2]. (2) Given the reactants Br[C:2]1[C:3]2[N:4]([CH:9]=[CH:10][N:11]=2)[N:5]=[C:6]([Cl:8])[CH:7]=1.[NH2:12][C:13]1[CH:25]=[CH:24][C:16]([C:17]([O:19][C:20]([CH3:23])([CH3:22])[CH3:21])=[O:18])=[CH:15][CH:14]=1.CN(C=O)C.CC(C)([O-])C.[K+], predict the reaction product. The product is: [Cl:8][C:6]1[CH:7]=[C:2]([NH:12][C:13]2[CH:25]=[CH:24][C:16]([C:17]([O:19][C:20]([CH3:21])([CH3:22])[CH3:23])=[O:18])=[CH:15][CH:14]=2)[C:3]2[N:4]([CH:9]=[CH:10][N:11]=2)[N:5]=1. (3) Given the reactants P([O-])([O-])([O-])=O.[K+].[K+].[K+].[OH:9][CH2:10][C:11]1[N:16]=[CH:15][C:14](B(O)O)=[CH:13][CH:12]=1.Cl[C:21]1[CH:22]=[CH:23][C:24]2[N:30]3[CH2:31][C@H:27]([CH2:28][CH2:29]3)[N:26]([C:32]([NH:34][C:35]3[CH:40]=[N:39][CH:38]=[CH:37][N:36]=3)=[O:33])[C:25]=2[N:41]=1.CC(C1C=C(C(C)C)C(C2C=CC=CC=2P(C2CCCCC2)C2CCCCC2)=C(C(C)C)C=1)C, predict the reaction product. The product is: [OH:9][CH2:10][C:11]1[N:16]=[CH:15][C:14]([C:21]2[CH:22]=[CH:23][C:24]3[N:30]4[CH2:31][C@H:27]([CH2:28][CH2:29]4)[N:26]([C:32]([NH:34][C:35]4[CH:40]=[N:39][CH:38]=[CH:37][N:36]=4)=[O:33])[C:25]=3[N:41]=2)=[CH:13][CH:12]=1. (4) Given the reactants C(=O)([O-])[O-].[Cs+].[Cs+].[N+:7]([C:10]1[CH:16]=[CH:15][CH:14]=[CH:13][C:11]=1[NH2:12])([O-:9])=[O:8].F[C:18]1[CH:25]=[CH:24][C:23]([C:26]([F:29])([F:28])[F:27])=[CH:22][C:19]=1[C:20]#[N:21].Cl, predict the reaction product. The product is: [N+:7]([C:10]1[CH:16]=[CH:15][CH:14]=[CH:13][C:11]=1[NH:12][C:18]1[CH:25]=[CH:24][C:23]([C:26]([F:27])([F:29])[F:28])=[CH:22][C:19]=1[C:20]#[N:21])([O-:9])=[O:8]. (5) Given the reactants [NH2:1][C:2]1[N:10]=[CH:9][CH:8]=[CH:7][C:3]=1[C:4]([OH:6])=O.ON1C2C=CC=CC=2N=N1.CCN=C=NCCCN(C)C.[CH2:32]([O:36][C:37]1[S:38][C:39]([CH2:42][NH2:43])=[CH:40][N:41]=1)[CH2:33][CH2:34][CH3:35].C(=O)(O)[O-].[Na+], predict the reaction product. The product is: [CH2:32]([O:36][C:37]1[S:38][C:39]([CH2:42][NH:43][C:4](=[O:6])[C:3]2[CH:7]=[CH:8][CH:9]=[N:10][C:2]=2[NH2:1])=[CH:40][N:41]=1)[CH2:33][CH2:34][CH3:35]. (6) Given the reactants [N:1]1([CH2:7][CH2:8][OH:9])[CH2:6][CH2:5][CH2:4][CH2:3][CH2:2]1.C(N(CC)CC)C.[CH3:17][S:18](Cl)(=[O:20])=[O:19], predict the reaction product. The product is: [CH3:17][S:18]([O:9][CH2:8][CH2:7][N:1]1[CH2:6][CH2:5][CH2:4][CH2:3][CH2:2]1)(=[O:20])=[O:19]. (7) Given the reactants [CH3:1][C:2]1[CH:12]=[N:11][C:5]2[NH:6][CH2:7][C:8](=[O:10])[NH:9][C:4]=2[CH:3]=1.CN(C)C(=O)C.N1C=CC=CC=1.Cl[C:26]([O:28][C:29]1[CH:34]=[CH:33][C:32]([N+:35]([O-:37])=[O:36])=[CH:31][CH:30]=1)=[O:27], predict the reaction product. The product is: [CH3:1][C:2]1[CH:12]=[N:11][C:5]2[N:6]([C:26]([O:28][C:29]3[CH:30]=[CH:31][C:32]([N+:35]([O-:37])=[O:36])=[CH:33][CH:34]=3)=[O:27])[CH2:7][C:8](=[O:10])[NH:9][C:4]=2[CH:3]=1. (8) Given the reactants [Br:1][C:2]1[CH:7]=[CH:6][C:5]([S:8](Cl)(=[O:10])=[O:9])=[C:4]([F:12])[CH:3]=1.[NH2:13][C:14]1[CH:15]=[C:16]([C:20]2[NH:24][N:23]=[N:22][N:21]=2)[CH:17]=[CH:18][CH:19]=1, predict the reaction product. The product is: [Br:1][C:2]1[CH:7]=[CH:6][C:5]([S:8]([NH:13][C:14]2[CH:19]=[CH:18][CH:17]=[C:16]([C:20]3[NH:24][N:23]=[N:22][N:21]=3)[CH:15]=2)(=[O:10])=[O:9])=[C:4]([F:12])[CH:3]=1. (9) Given the reactants O.ON1C2C=CC=CC=2N=N1.[CH2:12]([O:14][C:15](=[O:19])[CH2:16][CH2:17][NH2:18])[CH3:13].Cl.CN(C)CCCN=C=NCC.[K+].[S:33]1[C:37]2[CH:38]=[CH:39][CH:40]=[CH:41][C:36]=2[N:35]=[C:34]1[O:42][C:43]1[CH:60]=[CH:59][C:46]([O:47][CH2:48][CH2:49][N:50]2[CH2:55][CH2:54][CH:53]([C:56]([O-])=[O:57])[CH2:52][CH2:51]2)=[CH:45][CH:44]=1, predict the reaction product. The product is: [CH2:12]([O:14][C:15](=[O:19])[CH2:16][CH2:17][NH:18][C:56]([CH:53]1[CH2:52][CH2:51][N:50]([CH2:49][CH2:48][O:47][C:46]2[CH:45]=[CH:44][C:43]([O:42][C:34]3[S:33][C:37]4[CH:38]=[CH:39][CH:40]=[CH:41][C:36]=4[N:35]=3)=[CH:60][CH:59]=2)[CH2:55][CH2:54]1)=[O:57])[CH3:13].